This data is from Rat liver microsome stability data. The task is: Regression/Classification. Given a drug SMILES string, predict its absorption, distribution, metabolism, or excretion properties. Task type varies by dataset: regression for continuous measurements (e.g., permeability, clearance, half-life) or binary classification for categorical outcomes (e.g., BBB penetration, CYP inhibition). Dataset: rlm. The drug is Cc1ccc(S(=O)(=O)Nc2cc(F)c(F)cc2C(=O)Nc2nc(-c3ccccc3)cs2)cc1. The result is 1 (stable in rat liver microsomes).